This data is from Catalyst prediction with 721,799 reactions and 888 catalyst types from USPTO. The task is: Predict which catalyst facilitates the given reaction. (1) Reactant: Cl.Cl.[C:3]([C:7]1[CH:12]=[CH:11][CH:10]=[CH:9][C:8]=1[N:13]1[CH2:18][CH2:17][NH:16][CH2:15][CH2:14]1)([CH3:6])([CH3:5])[CH3:4].[C:19]([O:23][C:24]([N:26]1[CH2:31][CH2:30][CH:29]([C:32]2[O:36][CH:35]=[N:34][C:33]=2[C:37](O)=[O:38])[CH2:28][CH2:27]1)=[O:25])([CH3:22])([CH3:21])[CH3:20].C(N(CC)CC)C.CCN=C=NCCCN(C)C.C1C=CC2N(O)N=NC=2C=1. Product: [C:3]([C:7]1[CH:12]=[CH:11][CH:10]=[CH:9][C:8]=1[N:13]1[CH2:18][CH2:17][N:16]([C:37]([C:33]2[N:34]=[CH:35][O:36][C:32]=2[CH:29]2[CH2:28][CH2:27][N:26]([C:24]([O:23][C:19]([CH3:22])([CH3:21])[CH3:20])=[O:25])[CH2:31][CH2:30]2)=[O:38])[CH2:15][CH2:14]1)([CH3:6])([CH3:4])[CH3:5]. The catalyst class is: 10. (2) The catalyst class is: 69. Reactant: [C:1]([C:3]1[CH:8]=[C:7]([CH2:9][NH:10][C:11]2[CH:30]=[CH:29][CH:28]=[CH:27][C:12]=2[C:13]([NH:15][C:16]2[CH:26]=[CH:25][C:19]3[O:20][C:21]([F:24])([F:23])[O:22][C:18]=3[CH:17]=2)=[O:14])[CH:6]=[CH:5][N:4]=1)#[N:2].S(=O)(=O)(O)O.C(=O)([O-])[O-:37].[K+].[K+].[CH3:42][C:43](O)([CH3:45])[CH3:44]. Product: [C:43]([NH:2][C:1]([C:3]1[CH:8]=[C:7]([CH2:9][NH:10][C:11]2[CH:30]=[CH:29][CH:28]=[CH:27][C:12]=2[C:13]([NH:15][C:16]2[CH:26]=[CH:25][C:19]3[O:20][C:21]([F:23])([F:24])[O:22][C:18]=3[CH:17]=2)=[O:14])[CH:6]=[CH:5][N:4]=1)=[O:37])([CH3:45])([CH3:44])[CH3:42].